From a dataset of Reaction yield outcomes from USPTO patents with 853,638 reactions. Predict the reaction yield, written as a fraction of the theoretical maximum amount of product (1.0 means a 100% yield; for example, 0.34 means a 34% yield). (1) The reactants are [F:1][C:2]1[CH:3]=[CH:4][C:5]([O:25][CH3:26])=[C:6]([C@H:8]2[CH2:12][CH2:11][CH2:10][N:9]2[C:13]2[CH:18]=[CH:17][N:16]3[N:19]=[CH:20][C:21]([C:22]([OH:24])=O)=[C:15]3[N:14]=2)[CH:7]=1.[NH2:27][CH2:28][C@@H:29]([OH:32])[CH2:30][OH:31]. The catalyst is CO.CCOC(C)=O. The product is [OH:32][C@@H:29]([CH2:30][OH:31])[CH2:28][NH:27][C:22]([C:21]1[CH:20]=[N:19][N:16]2[CH:17]=[CH:18][C:13]([N:9]3[CH2:10][CH2:11][CH2:12][C@@H:8]3[C:6]3[CH:7]=[C:2]([F:1])[CH:3]=[CH:4][C:5]=3[O:25][CH3:26])=[N:14][C:15]=12)=[O:24]. The yield is 0.460. (2) The reactants are [Cl:1][C:2]1[CH:7]=[CH:6][C:5]([C:8]2[C:9]([C:14]([OH:16])=O)=[CH:10][CH:11]=[CH:12][CH:13]=2)=[C:4]([CH3:17])[CH:3]=1.CS(O)(=O)=O.O=P12OP3(OP(OP(O3)(O1)=O)(=O)O2)=O. The catalyst is O. The product is [Cl:1][C:2]1[CH:3]=[C:4]([CH3:17])[C:5]2[C:8]3[C:9](=[CH:10][CH:11]=[CH:12][CH:13]=3)[C:14](=[O:16])[C:6]=2[CH:7]=1. The yield is 0.990. (3) The reactants are C(Cl)(=O)C(Cl)=O.[Cl:7][C:8]1[CH:9]=[C:10]([C:14]2[N:15]=[N:16][N:17]([CH:19]([CH3:25])[CH2:20][C:21]([NH:23][CH3:24])=O)[N:18]=2)[CH:11]=[CH:12][CH:13]=1.N1C(C)=CC=CC=1C.[C:34]([NH:42][NH2:43])(=O)[C:35]1[CH:40]=[CH:39][N:38]=[CH:37][CH:36]=1. The catalyst is C(Cl)Cl. The product is [Cl:7][C:8]1[CH:9]=[C:10]([C:14]2[N:15]=[N:16][N:17]([CH:19]([CH3:25])[CH2:20][C:21]3[N:23]([CH3:24])[C:34]([C:35]4[CH:40]=[CH:39][N:38]=[CH:37][CH:36]=4)=[N:42][N:43]=3)[N:18]=2)[CH:11]=[CH:12][CH:13]=1. The yield is 0.0200. (4) The reactants are C(N(CC)CC)C.Cl[C:9]([C:22]1[CH:27]=[CH:26][CH:25]=[CH:24][CH:23]=1)([C:16]1[CH:21]=[CH:20][CH:19]=[CH:18][CH:17]=1)[C:10]1[CH:15]=[CH:14][CH:13]=[CH:12][CH:11]=1.FC(F)(F)C(O)=O.[C:35]([S:38][CH:39]1[CH2:44][CH2:43][NH:42][CH2:41]/[C:40]/1=[CH:45]\[C:46]1[CH:50]=[CH:49][N:48]([CH2:51][CH2:52][C:53]([O:55][CH2:56][CH3:57])=[O:54])[N:47]=1)(=[O:37])[CH3:36]. The catalyst is CN(C)C=O.C(OCC)(=O)C.C(OCC)C. The product is [C:35]([S:38][CH:39]1[CH2:44][CH2:43][N:42]([C:9]([C:22]2[CH:27]=[CH:26][CH:25]=[CH:24][CH:23]=2)([C:16]2[CH:21]=[CH:20][CH:19]=[CH:18][CH:17]=2)[C:10]2[CH:15]=[CH:14][CH:13]=[CH:12][CH:11]=2)[CH2:41]/[C:40]/1=[CH:45]\[C:46]1[CH:50]=[CH:49][N:48]([CH2:51][CH2:52][C:53]([O:55][CH2:56][CH3:57])=[O:54])[N:47]=1)(=[O:37])[CH3:36]. The yield is 0.860.